This data is from NCI-60 drug combinations with 297,098 pairs across 59 cell lines. The task is: Regression. Given two drug SMILES strings and cell line genomic features, predict the synergy score measuring deviation from expected non-interaction effect. (1) Drug 1: CC1=C(C=C(C=C1)NC(=O)C2=CC=C(C=C2)CN3CCN(CC3)C)NC4=NC=CC(=N4)C5=CN=CC=C5. Drug 2: CC(C)NC(=O)C1=CC=C(C=C1)CNNC.Cl. Cell line: SK-MEL-28. Synergy scores: CSS=-8.04, Synergy_ZIP=3.43, Synergy_Bliss=1.61, Synergy_Loewe=-0.796, Synergy_HSA=-3.92. (2) Drug 1: CC1=C2C(C(=O)C3(C(CC4C(C3C(C(C2(C)C)(CC1OC(=O)C(C(C5=CC=CC=C5)NC(=O)OC(C)(C)C)O)O)OC(=O)C6=CC=CC=C6)(CO4)OC(=O)C)OC)C)OC. Drug 2: C1CCN(CC1)CCOC2=CC=C(C=C2)C(=O)C3=C(SC4=C3C=CC(=C4)O)C5=CC=C(C=C5)O. Cell line: KM12. Synergy scores: CSS=61.6, Synergy_ZIP=16.4, Synergy_Bliss=15.9, Synergy_Loewe=-23.4, Synergy_HSA=12.7. (3) Drug 1: CC1=C2C(C(=O)C3(C(CC4C(C3C(C(C2(C)C)(CC1OC(=O)C(C(C5=CC=CC=C5)NC(=O)OC(C)(C)C)O)O)OC(=O)C6=CC=CC=C6)(CO4)OC(=O)C)O)C)O. Drug 2: C1CN1C2=NC(=NC(=N2)N3CC3)N4CC4. Cell line: A498. Synergy scores: CSS=28.8, Synergy_ZIP=-6.24, Synergy_Bliss=-0.293, Synergy_Loewe=0.485, Synergy_HSA=0.450. (4) Drug 1: C#CCC(CC1=CN=C2C(=N1)C(=NC(=N2)N)N)C3=CC=C(C=C3)C(=O)NC(CCC(=O)O)C(=O)O. Drug 2: CCN(CC)CCCC(C)NC1=C2C=C(C=CC2=NC3=C1C=CC(=C3)Cl)OC. Cell line: SF-539. Synergy scores: CSS=43.8, Synergy_ZIP=-4.02, Synergy_Bliss=-2.02, Synergy_Loewe=-31.4, Synergy_HSA=-2.41.